Dataset: Full USPTO retrosynthesis dataset with 1.9M reactions from patents (1976-2016). Task: Predict the reactants needed to synthesize the given product. (1) Given the product [Br:1][C:2]1[CH:3]=[CH:4][C:5]2[CH2:12][CH2:13][C:14]3[C:15]([CH3:22])=[C:16]([O:20][CH3:21])[CH:17]=[CH:18][C:19]=3[C:9](=[O:37])[CH2:8][C:6]=2[CH:7]=1, predict the reactants needed to synthesize it. The reactants are: [Br:1][C:2]1[CH:3]=[CH:4][C:5]([CH2:12][CH2:13][C:14]2[CH:19]=[CH:18][CH:17]=[C:16]([O:20][CH3:21])[C:15]=2[CH3:22])=[C:6]([CH2:8][C:9](O)=O)[CH:7]=1.O=P12OP3(OP(OP(O3)(O1)=O)(=O)O2)=O.[OH-:37].[Na+]. (2) Given the product [Cl:1][C:2]1[CH:14]=[CH:13][CH:12]=[CH:11][C:3]=1[CH2:4][C:5]1[O:9][C:8]([NH:10][C:27]([C:24]2([C:22]3[CH:21]=[CH:20][C:19]4[O:15][CH2:16][O:17][C:18]=4[CH:23]=3)[CH2:26][CH2:25]2)=[O:28])=[N:7][CH:6]=1, predict the reactants needed to synthesize it. The reactants are: [Cl:1][C:2]1[CH:14]=[CH:13][CH:12]=[CH:11][C:3]=1[CH2:4][C:5]1[O:9][C:8]([NH2:10])=[N:7][CH:6]=1.[O:15]1[C:19]2[CH:20]=[CH:21][C:22]([C:24]3([C:27](O)=[O:28])[CH2:26][CH2:25]3)=[CH:23][C:18]=2[O:17][CH2:16]1.C(N(CC)CC)C.F[P-](F)(F)(F)(F)F.N1(O[P+](N(C)C)(N(C)C)N(C)C)C2C=CC=CC=2N=N1. (3) Given the product [F:1][C:2]1[CH:3]=[C:4]([NH:8][C:9]2[C:14]([C:15]3[N:20]=[C:19]([CH3:21])[N:18]=[C:17]([NH2:22])[N:16]=3)=[CH:13][CH:12]=[C:11]([CH3:41])[N:10]=2)[CH:5]=[N:6][CH:7]=1, predict the reactants needed to synthesize it. The reactants are: [F:1][C:2]1[CH:3]=[C:4]([NH:8][C:9]2[C:14]([C:15]3[N:20]=[C:19]([CH3:21])[N:18]=[C:17]([N:22](CC4C=CC(OC)=CC=4)CC4C=CC(OC)=CC=4)[N:16]=3)=[CH:13][CH:12]=[C:11]([CH3:41])[N:10]=2)[CH:5]=[N:6][CH:7]=1. (4) Given the product [C:10]([C:3]1[CH:4]=[C:5]([CH:8]=[CH:9][C:2]=1[CH3:1])[C:6]#[N:7])#[CH:11], predict the reactants needed to synthesize it. The reactants are: [CH3:1][C:2]1[CH:9]=[CH:8][C:5]([C:6]#[N:7])=[CH:4][C:3]=1[C:10]#[C:11][Si](C)(C)C.C([O-])([O-])=O.[K+].[K+]. (5) Given the product [O:1]1[C:2]2[C:3](=[CH:4][CH:5]=[CH:6][CH:7]=2)[C:8](=[O:10])[CH2:9][CH:11]1[C:12]1[CH:17]=[CH:16][CH:15]=[CH:14][CH:13]=1, predict the reactants needed to synthesize it. The reactants are: [OH:1][C:2]1[CH:7]=[CH:6][CH:5]=[CH:4][C:3]=1[C:8](=[O:10])[CH3:9].[CH:11](=O)[C:12]1[CH:17]=[CH:16][CH:15]=[CH:14][CH:13]=1.B(O)(O)O.[Si](=O)=O.N1CCCCC1.